The task is: Regression. Given two drug SMILES strings and cell line genomic features, predict the synergy score measuring deviation from expected non-interaction effect.. This data is from NCI-60 drug combinations with 297,098 pairs across 59 cell lines. Drug 1: CNC(=O)C1=CC=CC=C1SC2=CC3=C(C=C2)C(=NN3)C=CC4=CC=CC=N4. Drug 2: C1=CC(=CC=C1CCCC(=O)O)N(CCCl)CCCl. Cell line: SK-MEL-28. Synergy scores: CSS=8.49, Synergy_ZIP=-4.03, Synergy_Bliss=-2.42, Synergy_Loewe=-5.60, Synergy_HSA=-5.49.